From a dataset of Forward reaction prediction with 1.9M reactions from USPTO patents (1976-2016). Predict the product of the given reaction. Given the reactants [NH2:1][C:2]1[N:3]=[CH:4][C:5]([C:8]2[C:13]([F:14])=[CH:12][C:11]([C:15]3[CH:20]=[CH:19][CH:18]=[CH:17][C:16]=3[CH2:21][S:22]([N:25]3[CH2:30][CH2:29][CH:28]([NH:31]C(=O)OC(C)(C)C)[CH2:27][CH2:26]3)(=[O:24])=[O:23])=[CH:10][CH:9]=2)=[N:6][CH:7]=1.[ClH:39], predict the reaction product. The product is: [ClH:39].[NH2:31][CH:28]1[CH2:27][CH2:26][N:25]([S:22]([CH2:21][C:16]2[CH:17]=[CH:18][CH:19]=[CH:20][C:15]=2[C:11]2[CH:10]=[CH:9][C:8]([C:5]3[N:6]=[CH:7][C:2]([NH2:1])=[N:3][CH:4]=3)=[C:13]([F:14])[CH:12]=2)(=[O:23])=[O:24])[CH2:30][CH2:29]1.